Dataset: TCR-epitope binding with 47,182 pairs between 192 epitopes and 23,139 TCRs. Task: Binary Classification. Given a T-cell receptor sequence (or CDR3 region) and an epitope sequence, predict whether binding occurs between them. (1) The epitope is KAFSPEVIPMF. The TCR CDR3 sequence is CATSDFSTGELFF. Result: 0 (the TCR does not bind to the epitope). (2) The epitope is CLGGLLTMV. The TCR CDR3 sequence is CASSQGDVAPGTQYF. Result: 0 (the TCR does not bind to the epitope). (3) The TCR CDR3 sequence is CASSQTQGNEQFF. The epitope is LLLGIGILV. Result: 1 (the TCR binds to the epitope). (4) The TCR CDR3 sequence is CASSQSLLTEAFF. Result: 0 (the TCR does not bind to the epitope). The epitope is SLFNTVATLY. (5) The epitope is RLRPGGKKK. Result: 0 (the TCR does not bind to the epitope). The TCR CDR3 sequence is CASSILAGLNEQYF. (6) The epitope is VLAWLYAAV. The TCR CDR3 sequence is CATSPPGFSTDTQYF. Result: 0 (the TCR does not bind to the epitope). (7) The epitope is YLQPRTFLL. The TCR CDR3 sequence is CASSYTGQLTEAFF. Result: 0 (the TCR does not bind to the epitope). (8) The epitope is YVLDHLIVV. The TCR CDR3 sequence is CAWSGLSGSYNEQFF. Result: 1 (the TCR binds to the epitope).